This data is from Full USPTO retrosynthesis dataset with 1.9M reactions from patents (1976-2016). The task is: Predict the reactants needed to synthesize the given product. (1) Given the product [C:21]1([CH2:20][N:4]2[CH2:5][CH2:6][N:1]([C:7]3[CH:16]=[CH:15][CH:14]=[C:13]4[C:8]=3[C:9]([NH2:18])=[N:10][C:11]([NH2:17])=[N:12]4)[CH2:2][CH2:3]2)[C:30]2[C:25](=[CH:26][CH:27]=[CH:28][CH:29]=2)[CH:24]=[CH:23][CH:22]=1, predict the reactants needed to synthesize it. The reactants are: [N:1]1([C:7]2[CH:16]=[CH:15][CH:14]=[C:13]3[C:8]=2[C:9]([NH2:18])=[N:10][C:11]([NH2:17])=[N:12]3)[CH2:6][CH2:5][NH:4][CH2:3][CH2:2]1.Cl[CH2:20][C:21]1[C:30]2[C:25](=[CH:26][CH:27]=[CH:28][CH:29]=2)[CH:24]=[CH:23][CH:22]=1. (2) Given the product [CH2:12]([NH:1][CH2:2][CH2:3][NH:4][C:5](=[O:11])[O:6][C:7]([CH3:8])([CH3:10])[CH3:9])[C:13]1[CH:18]=[CH:17][CH:16]=[CH:15][CH:14]=1, predict the reactants needed to synthesize it. The reactants are: [NH2:1][CH2:2][CH2:3][NH:4][C:5](=[O:11])[O:6][C:7]([CH3:10])([CH3:9])[CH3:8].[CH:12](=O)[C:13]1[CH:18]=[CH:17][CH:16]=[CH:15][CH:14]=1.[O-]S([O-])(=O)=O.[Mg+2].CCN(CC)CC. (3) Given the product [NH:11]1[C:10]2=[C:5]([C:3]([OH:4])=[O:2])[N:6]=[CH:7][CH:8]=[C:9]2[CH:13]=[CH:12]1, predict the reactants needed to synthesize it. The reactants are: C[O:2][C:3]([C:5]1[N:6]=[CH:7][CH:8]=[C:9]2[CH:13]=[CH:12][NH:11][C:10]=12)=[O:4].[OH-].[K+].Cl.